Dataset: Catalyst prediction with 721,799 reactions and 888 catalyst types from USPTO. Task: Predict which catalyst facilitates the given reaction. (1) Reactant: [OH:1][C:2]1[CH:11]=[C:10]2[C:5]([CH:6]=[CH:7][C:8](=[O:12])[O:9]2)=[CH:4][CH:3]=1.[BH4-].[Li+].[Cl-].[NH4+].Cl. Product: [OH:12][CH2:8][CH2:7][CH2:6][C:5]1[CH:4]=[CH:3][C:2]([OH:1])=[CH:11][C:10]=1[OH:9]. The catalyst class is: 36. (2) Reactant: [H-].[Na+].[Cl:3][C:4]1[N:9]=[CH:8][C:7]([S:10]([N:13]2[CH2:18][CH2:17][N:16]([CH2:19][CH2:20][N:21]([CH2:25][CH2:26][CH3:27])[CH2:22][CH2:23][CH3:24])[CH2:15][CH2:14]2)(=[O:12])=[O:11])=[CH:6][CH:5]=1.[O:28]=[C:29]1[CH2:37][C:36]2[C:31](=[CH:32][C:33]([C:38]#[N:39])=[CH:34][CH:35]=2)[NH:30]1.C(=O)([O-])O.[Na+]. Product: [ClH:3].[CH2:22]([N:21]([CH2:25][CH2:26][CH3:27])[CH2:20][CH2:19][N:16]1[CH2:17][CH2:18][N:13]([S:10]([C:7]2[CH:6]=[CH:5][C:4]([C:37]3[C:36]4[C:31](=[CH:32][C:33]([C:38]#[N:39])=[CH:34][CH:35]=4)[NH:30][C:29]=3[OH:28])=[N:9][CH:8]=2)(=[O:12])=[O:11])[CH2:14][CH2:15]1)[CH2:23][CH3:24]. The catalyst class is: 60. (3) Reactant: [F:1][CH:2]([F:29])[C:3]1[CH:4]=[C:5]([C:10]2[N:11]=[C:12]([CH:23]3[CH2:28][CH2:27][NH:26][CH2:25][CH2:24]3)[N:13]([CH2:15][C@H:16]3[CH2:21][CH2:20][CH2:19][CH2:18][N:17]3[CH3:22])[CH:14]=2)[CH:6]=[CH:7][C:8]=1[F:9].Cl[C:31]1[C:32]2[CH:39]([CH2:40][CH3:41])[C:38](=[O:42])[NH:37][C:33]=2[N:34]=[CH:35][N:36]=1.CCN(C(C)C)C(C)C.CC(O)C. Product: [F:29][CH:2]([F:1])[C:3]1[CH:4]=[C:5]([C:10]2[N:11]=[C:12]([CH:23]3[CH2:24][CH2:25][N:26]([C:31]4[C:32]5[CH:39]([CH2:40][CH3:41])[C:38](=[O:42])[NH:37][C:33]=5[N:34]=[CH:35][N:36]=4)[CH2:27][CH2:28]3)[N:13]([CH2:15][C@H:16]3[CH2:21][CH2:20][CH2:19][CH2:18][N:17]3[CH3:22])[CH:14]=2)[CH:6]=[CH:7][C:8]=1[F:9]. The catalyst class is: 6. (4) Reactant: C[O:2][C:3]([C:5]1[S:9][C:8]([N:10]2[CH2:15][CH2:14][N:13]([S:16]([C:19]3[CH:24]=[CH:23][C:22]([C:25](=[O:27])[CH3:26])=[CH:21][CH:20]=3)(=[O:18])=[O:17])[CH2:12][CH2:11]2)=[N:7][CH:6]=1)=O.Cl.[NH2:29][OH:30].C[O-].[Na+].CO.Cl. Product: [OH:30][NH:29][C:3]([C:5]1[S:9][C:8]([N:10]2[CH2:15][CH2:14][N:13]([S:16]([C:19]3[CH:20]=[CH:21][C:22]([C:25](=[O:27])[CH3:26])=[CH:23][CH:24]=3)(=[O:18])=[O:17])[CH2:12][CH2:11]2)=[N:7][CH:6]=1)=[O:2]. The catalyst class is: 12.